Dataset: Reaction yield outcomes from USPTO patents with 853,638 reactions. Task: Predict the reaction yield, written as a fraction of the theoretical maximum amount of product (1.0 means a 100% yield; for example, 0.34 means a 34% yield). (1) The reactants are [CH:1]([C:3]1[CH:8]=[CH:7][CH:6]=[CH:5][C:4]=1[NH:9][C:10](=O)[CH2:11][CH3:12])=O.[NH3:14].CO. No catalyst specified. The product is [CH2:11]([C:10]1[N:14]=[CH:1][C:3]2[C:4](=[CH:5][CH:6]=[CH:7][CH:8]=2)[N:9]=1)[CH3:12]. The yield is 1.00. (2) The reactants are [CH3:1][C:2]1[C:8]([Cl:9])=[CH:7][CH:6]=[CH:5][C:3]=1[NH2:4].C([O-])(=O)C.[K+].C(OC(=O)C)(=O)C.[N:22](OCCC(C)C)=O.[Li+].[OH-]. The catalyst is O.C1COCC1.C(Cl)(Cl)Cl. The product is [Cl:9][C:8]1[CH:7]=[CH:6][CH:5]=[C:3]2[C:2]=1[CH:1]=[N:22][NH:4]2. The yield is 1.00. (3) The reactants are [O:1]=[C:2]1[C:7]([CH2:8][C:9]2[CH:14]=[CH:13][C:12]([C:15]3[C:16]([C:21]#[N:22])=[CH:17][CH:18]=[CH:19][CH:20]=3)=[CH:11][CH:10]=2)=[C:6]([CH2:23][CH2:24][CH3:25])[N:5]2[N:26]=[CH:27][N:28]=[C:4]2[NH:3]1.[CH:29]([O:32][C:33]1[CH:38]=[CH:37][C:36](OB(O)O)=[CH:35][CH:34]=1)([CH3:31])[CH3:30].N1C=CC=CC=1.C(N(CC)CC)C. The catalyst is C([O-])(=O)C.[Cu+2].C([O-])(=O)C.C(OCC)(=O)C.O1CCCC1. The product is [CH3:30][CH:29]([O:32][C:33]1[CH:38]=[CH:37][C:36]([N:3]2[C:2](=[O:1])[C:7]([CH2:8][C:9]3[CH:10]=[CH:11][C:12]([C:15]4[C:16]([C:21]#[N:22])=[CH:17][CH:18]=[CH:19][CH:20]=4)=[CH:13][CH:14]=3)=[C:6]([CH2:23][CH2:24][CH3:25])[N:5]3[N:26]=[CH:27][N:28]=[C:4]23)=[CH:35][CH:34]=1)[CH3:31]. The yield is 0.800. (4) The reactants are S[NH:2][C@:3]([CH3:17])([C:14]([OH:16])=[O:15])[CH2:4][C:5]1[C:13]2[C:8](=[CH:9][CH:10]=[CH:11][CH:12]=2)[NH:7][CH:6]=1.Cl[C:19]1[O:20][C:21]2[CH:27]=[CH:26][CH:25]=[CH:24][C:22]=2[N:23]=1.C(=O)([O-])[O-].[K+].[K+].C(N(CC)CC)C. The catalyst is [Cl-].C([N+](CC)(CC)CC)C1C=CC=CC=1.[Cu]I.CC1C(P(C2C(C)=CC=CC=2)C2C(C)=CC=CC=2)=CC=CC=1.CC1C(P(C2C(C)=CC=CC=2)C2C(C)=CC=CC=2)=CC=CC=1.Cl[Pd]Cl.CN(C=O)C.O. The product is [O:20]1[C:21]2[CH:27]=[CH:26][CH:25]=[CH:24][C:22]=2[N:23]=[C:19]1[NH:2][C@@:3]([CH3:17])([CH2:4][C:5]1[C:13]2[C:8](=[CH:9][CH:10]=[CH:11][CH:12]=2)[NH:7][CH:6]=1)[C:14]([OH:16])=[O:15]. The yield is 0.290. (5) The reactants are [Li+].CC([N-]C(C)C)C.[Br:9][C:10]1[S:11][CH:12]=[C:13]([Br:15])[N:14]=1.CN([CH:19]=[O:20])C. The catalyst is C1COCC1. The product is [Br:9][C:10]1[S:11][C:12]([CH:19]=[O:20])=[C:13]([Br:15])[N:14]=1. The yield is 0.350. (6) The reactants are [H-].[Na+].CN(C=O)C.[O:8]=[C:9]1[CH:15]([NH:16][C:17](=[O:23])[O:18][C:19]([CH3:22])([CH3:21])[CH3:20])[CH2:14][S:13][CH2:12][CH2:11][NH:10]1.[F:24][C:25]1[CH:26]=[C:27]([CH:30]=[C:31]([F:33])[CH:32]=1)[CH2:28]Br. The catalyst is O.CCOC(C)=O. The product is [C:19]([O:18][C:17](=[O:23])[NH:16][CH:15]1[CH2:14][S:13][CH2:12][CH2:11][N:10]([CH2:28][C:27]2[CH:26]=[C:25]([F:24])[CH:32]=[C:31]([F:33])[CH:30]=2)[C:9]1=[O:8])([CH3:20])([CH3:22])[CH3:21]. The yield is 0.790. (7) The reactants are C([O:3][C:4](=[O:24])[C:5]1[CH:10]=[CH:9][C:8]([O:11][C:12]2[CH:21]=[CH:20][C:15]3[B:16]([OH:19])[O:17][CH2:18][C:14]=3[CH:13]=2)=[CH:7][C:6]=1[O:22][CH3:23])C.[OH-].[Na+].Cl. The catalyst is CO.O. The product is [OH:19][B:16]1[C:15]2[CH:20]=[CH:21][C:12]([O:11][C:8]3[CH:9]=[CH:10][C:5]([C:4]([OH:24])=[O:3])=[C:6]([O:22][CH3:23])[CH:7]=3)=[CH:13][C:14]=2[CH2:18][O:17]1. The yield is 0.860. (8) The reactants are [O:1]1[CH2:5][CH2:4][O:3][CH:2]1[C:6]1[CH:7]=[C:8]([C:12](=[O:14])[CH3:13])[CH:9]=[CH:10][CH:11]=1.[H-].[Na+].[C:17](=O)([O:20]C)[O:18][CH3:19].[NH4+].[Cl-]. The catalyst is CN(C)C=O. The product is [O:1]1[CH2:5][CH2:4][O:3][CH:2]1[C:6]1[CH:7]=[C:8]([C:12](=[O:14])[CH2:13][C:17]([O:18][CH3:19])=[O:20])[CH:9]=[CH:10][CH:11]=1. The yield is 0.920. (9) The catalyst is O1CCCC1. The yield is 0.710. The product is [C:22]([C:18]1[CH:17]=[C:16]([C@H:15]([N:24]([CH3:41])[C:25](=[O:40])[CH2:26][C:27]2[CH:39]=[CH:38][C:30]3[S:31](=[O:37])(=[O:36])[CH2:32][C:33](=[O:35])[NH:34][C:29]=3[CH:28]=2)[CH2:14][N:11]2[CH2:12][CH2:13][C@H:9]([OH:8])[CH2:10]2)[CH:21]=[CH:20][CH:19]=1)#[N:23]. The reactants are [Si]([O:8][C@H:9]1[CH2:13][CH2:12][N:11]([CH2:14][C@@H:15]([N:24]([CH3:41])[C:25](=[O:40])[CH2:26][C:27]2[CH:39]=[CH:38][C:30]3[S:31](=[O:37])(=[O:36])[CH2:32][C:33](=[O:35])[NH:34][C:29]=3[CH:28]=2)[C:16]2[CH:21]=[CH:20][CH:19]=[C:18]([C:22]#[N:23])[CH:17]=2)[CH2:10]1)(C(C)(C)C)(C)C.CCCC[N+](CCCC)(CCCC)CCCC.[F-]. (10) The reactants are [CH2:1]([NH:6][C:7]1[N:8]=[CH:9][NH:10][C:11]=1[C:12]#[N:13])[CH2:2][CH2:3][CH2:4][CH3:5].[C:14]([NH:17][NH2:18])(=O)[CH3:15].C(O)CCC.C(=O)([O-])[O-].[K+].[K+]. The catalyst is O. The product is [CH3:15][C:14]1[N:13]=[C:12]([C:11]2[NH:10][CH:9]=[N:8][C:7]=2[NH:6][CH2:1][CH2:2][CH2:3][CH2:4][CH3:5])[NH:18][N:17]=1. The yield is 0.100.